Predict the product of the given reaction. From a dataset of Forward reaction prediction with 1.9M reactions from USPTO patents (1976-2016). (1) Given the reactants P(Br)(Br)[Br:2].[CH3:5][O:6][C:7]1[CH:8]=[C:9]([CH2:13]O)[CH:10]=[CH:11][CH:12]=1.O, predict the reaction product. The product is: [Br:2][CH2:13][C:9]1[CH:10]=[CH:11][CH:12]=[C:7]([O:6][CH3:5])[CH:8]=1. (2) Given the reactants [Cl:1][C:2]1[CH:7]=[CH:6][CH:5]=[CH:4][C:3]=1[N:8]([CH3:37])[C:9]([C:11]1[N:12]=[N:13][N:14]([CH2:22][C:23]2[CH:28]=[C:27]([C:29]([F:32])([F:31])[F:30])[CH:26]=[C:25]([C:33]([F:36])([F:35])[F:34])[CH:24]=2)[C:15]=1[N:16]1[CH2:21][CH2:20][NH:19][CH2:18][CH2:17]1)=[O:10].[C:38](OC(=O)C)(=[O:40])[CH3:39].O, predict the reaction product. The product is: [Cl:1][C:2]1[CH:7]=[CH:6][CH:5]=[CH:4][C:3]=1[N:8]([CH3:37])[C:9]([C:11]1[N:12]=[N:13][N:14]([CH2:22][C:23]2[CH:28]=[C:27]([C:29]([F:31])([F:32])[F:30])[CH:26]=[C:25]([C:33]([F:34])([F:36])[F:35])[CH:24]=2)[C:15]=1[N:16]1[CH2:21][CH2:20][N:19]([C:38](=[O:40])[CH3:39])[CH2:18][CH2:17]1)=[O:10].